From a dataset of NCI-60 drug combinations with 297,098 pairs across 59 cell lines. Regression. Given two drug SMILES strings and cell line genomic features, predict the synergy score measuring deviation from expected non-interaction effect. (1) Cell line: A549. Drug 1: C1=CC(=CC=C1CC(C(=O)O)N)N(CCCl)CCCl.Cl. Drug 2: C1CCC(C(C1)N)N.C(=O)(C(=O)[O-])[O-].[Pt+4]. Synergy scores: CSS=39.0, Synergy_ZIP=-9.25, Synergy_Bliss=-1.29, Synergy_Loewe=-5.69, Synergy_HSA=-1.04. (2) Drug 1: CC1=C(C(=CC=C1)Cl)NC(=O)C2=CN=C(S2)NC3=CC(=NC(=N3)C)N4CCN(CC4)CCO. Synergy scores: CSS=16.2, Synergy_ZIP=-5.07, Synergy_Bliss=0.559, Synergy_Loewe=-4.41, Synergy_HSA=1.78. Drug 2: C1CN(CCN1C(=O)CCBr)C(=O)CCBr. Cell line: MALME-3M. (3) Drug 1: CNC(=O)C1=CC=CC=C1SC2=CC3=C(C=C2)C(=NN3)C=CC4=CC=CC=N4. Drug 2: CN1C(=O)N2C=NC(=C2N=N1)C(=O)N. Cell line: EKVX. Synergy scores: CSS=-1.47, Synergy_ZIP=0.527, Synergy_Bliss=-3.06, Synergy_Loewe=-11.5, Synergy_HSA=-7.67. (4) Drug 1: CNC(=O)C1=NC=CC(=C1)OC2=CC=C(C=C2)NC(=O)NC3=CC(=C(C=C3)Cl)C(F)(F)F. Drug 2: COCCOC1=C(C=C2C(=C1)C(=NC=N2)NC3=CC=CC(=C3)C#C)OCCOC.Cl. Cell line: SF-268. Synergy scores: CSS=6.99, Synergy_ZIP=3.42, Synergy_Bliss=8.03, Synergy_Loewe=6.17, Synergy_HSA=6.33. (5) Drug 1: C1CCC(C1)C(CC#N)N2C=C(C=N2)C3=C4C=CNC4=NC=N3. Drug 2: CC1=C(C=C(C=C1)NC(=O)C2=CC=C(C=C2)CN3CCN(CC3)C)NC4=NC=CC(=N4)C5=CN=CC=C5. Cell line: SW-620. Synergy scores: CSS=8.37, Synergy_ZIP=7.45, Synergy_Bliss=6.56, Synergy_Loewe=-2.29, Synergy_HSA=-1.40. (6) Drug 1: CC1C(C(=O)NC(C(=O)N2CCCC2C(=O)N(CC(=O)N(C(C(=O)O1)C(C)C)C)C)C(C)C)NC(=O)C3=C4C(=C(C=C3)C)OC5=C(C(=O)C(=C(C5=N4)C(=O)NC6C(OC(=O)C(N(C(=O)CN(C(=O)C7CCCN7C(=O)C(NC6=O)C(C)C)C)C)C(C)C)C)N)C. Drug 2: CC12CCC3C(C1CCC2O)C(CC4=C3C=CC(=C4)O)CCCCCCCCCS(=O)CCCC(C(F)(F)F)(F)F. Cell line: HOP-92. Synergy scores: CSS=12.7, Synergy_ZIP=-0.223, Synergy_Bliss=1.06, Synergy_Loewe=-10.9, Synergy_HSA=1.97. (7) Drug 2: C1=CC(=CC=C1CCC2=CNC3=C2C(=O)NC(=N3)N)C(=O)NC(CCC(=O)O)C(=O)O. Cell line: NCI-H522. Synergy scores: CSS=69.7, Synergy_ZIP=12.5, Synergy_Bliss=12.2, Synergy_Loewe=11.4, Synergy_HSA=16.2. Drug 1: CC1=C2C(C(=O)C3(C(CC4C(C3C(C(C2(C)C)(CC1OC(=O)C(C(C5=CC=CC=C5)NC(=O)OC(C)(C)C)O)O)OC(=O)C6=CC=CC=C6)(CO4)OC(=O)C)OC)C)OC. (8) Drug 1: C1=C(C(=O)NC(=O)N1)F. Drug 2: C1C(C(OC1N2C=NC3=C2NC=NCC3O)CO)O. Cell line: NCI-H460. Synergy scores: CSS=25.9, Synergy_ZIP=-3.43, Synergy_Bliss=-13.5, Synergy_Loewe=-24.7, Synergy_HSA=-13.1. (9) Drug 1: CC1=C2C(C(=O)C3(C(CC4C(C3C(C(C2(C)C)(CC1OC(=O)C(C(C5=CC=CC=C5)NC(=O)C6=CC=CC=C6)O)O)OC(=O)C7=CC=CC=C7)(CO4)OC(=O)C)O)C)OC(=O)C. Drug 2: COCCOC1=C(C=C2C(=C1)C(=NC=N2)NC3=CC=CC(=C3)C#C)OCCOC.Cl. Cell line: DU-145. Synergy scores: CSS=16.8, Synergy_ZIP=1.33, Synergy_Bliss=7.25, Synergy_Loewe=-4.33, Synergy_HSA=4.21. (10) Drug 1: CCCS(=O)(=O)NC1=C(C(=C(C=C1)F)C(=O)C2=CNC3=C2C=C(C=N3)C4=CC=C(C=C4)Cl)F. Drug 2: B(C(CC(C)C)NC(=O)C(CC1=CC=CC=C1)NC(=O)C2=NC=CN=C2)(O)O. Cell line: SNB-75. Synergy scores: CSS=1.24, Synergy_ZIP=0.895, Synergy_Bliss=1.80, Synergy_Loewe=0.635, Synergy_HSA=0.310.